This data is from Full USPTO retrosynthesis dataset with 1.9M reactions from patents (1976-2016). The task is: Predict the reactants needed to synthesize the given product. (1) Given the product [ClH:22].[Cl:22][C:21]1[CH:20]=[CH:19][CH:18]=[C:17]([Cl:23])[C:16]=1[CH2:15][C:14]([CH:10]1[O:11][CH2:12][CH2:13][NH:8][CH2:9]1)([C:25]1[CH:30]=[CH:29][CH:28]=[CH:27][CH:26]=1)[OH:24], predict the reactants needed to synthesize it. The reactants are: C([N:8]1[CH2:13][CH2:12][O:11][CH:10]([C:14]([C:25]2[CH:30]=[CH:29][CH:28]=[CH:27][CH:26]=2)([OH:24])[CH2:15][C:16]2[C:21]([Cl:22])=[CH:20][CH:19]=[CH:18][C:17]=2[Cl:23])[CH2:9]1)C1C=CC=CC=1.C([O-])=O.[NH4+]. (2) Given the product [ClH:21].[ClH:51].[C:22]1([CH:14]([N:11]2[CH2:12][CH2:13][N:8]([CH2:7][CH2:6][O:5][CH2:4][C:3]([OH:28])=[O:35])[CH2:9][CH2:10]2)[C:15]2[CH:16]=[CH:17][C:18]([Cl:21])=[CH:19][CH:20]=2)[CH:27]=[CH:26][CH:25]=[CH:24][CH:23]=1, predict the reactants needed to synthesize it. The reactants are: CN(C)[C:3](=[O:28])[CH2:4][O:5][CH2:6][CH2:7][N:8]1[CH2:13][CH2:12][N:11]([CH:14]([C:22]2[CH:27]=[CH:26][CH:25]=[CH:24][CH:23]=2)[C:15]2[CH:20]=[CH:19][C:18]([Cl:21])=[CH:17][CH:16]=2)[CH2:10][CH2:9]1.C(N(CC)C(=O)C[O:35]CCN1CCN(C(C2C=CC=CC=2)C2C=CC([Cl:51])=CC=2)CC1)C.